Dataset: Peptide-MHC class I binding affinity with 185,985 pairs from IEDB/IMGT. Task: Regression. Given a peptide amino acid sequence and an MHC pseudo amino acid sequence, predict their binding affinity value. This is MHC class I binding data. (1) The peptide sequence is EYIDSAWEW. The MHC is HLA-A02:02 with pseudo-sequence HLA-A02:02. The binding affinity (normalized) is 0. (2) The peptide sequence is STGKSIKFK. The MHC is HLA-A02:11 with pseudo-sequence HLA-A02:11. The binding affinity (normalized) is 0.0847. (3) The peptide sequence is IAQLNRPAM. The MHC is HLA-B07:02 with pseudo-sequence HLA-B07:02. The binding affinity (normalized) is 0.689. (4) The peptide sequence is NLSWLSLDV. The MHC is HLA-A02:03 with pseudo-sequence HLA-A02:03. The binding affinity (normalized) is 0.639. (5) The peptide sequence is TLDAANHSI. The binding affinity (normalized) is 0.360. The MHC is HLA-A68:02 with pseudo-sequence HLA-A68:02.